This data is from Full USPTO retrosynthesis dataset with 1.9M reactions from patents (1976-2016). The task is: Predict the reactants needed to synthesize the given product. (1) Given the product [NH2:12][C:11]1[CH:13]=[CH:14][C:15]([I:1])=[CH:16][C:10]=1[C:9]#[N:17], predict the reactants needed to synthesize it. The reactants are: [I:1]N1C(=O)CCC1=O.[C:9](#[N:17])[C:10]1[C:11](=[CH:13][CH:14]=[CH:15][CH:16]=1)[NH2:12]. (2) Given the product [F:1][C:2]1[CH:3]=[C:4]([C:10]2[CH:15]=[CH:14][C:13]([O:16][CH2:18][CH2:19][O:20][CH3:21])=[CH:12][CH:11]=2)[CH:5]=[CH:6][C:7]=1[C:8]#[N:9], predict the reactants needed to synthesize it. The reactants are: [F:1][C:2]1[CH:3]=[C:4]([C:10]2[CH:15]=[CH:14][C:13]([OH:16])=[CH:12][CH:11]=2)[CH:5]=[CH:6][C:7]=1[C:8]#[N:9].Br[CH2:18][CH2:19][O:20][CH3:21].[I-].[K+].C(=O)([O-])[O-].[K+].[K+]. (3) Given the product [Cl:15][C:16]1[C:17]([CH2:30][O:31][C:36]2[CH:35]=[CH:34][C:33]([Cl:32])=[C:38]([Cl:39])[CH:37]=2)=[CH:18][C:19]([F:29])=[C:20]([CH:28]=1)[C:21]([O:23][C:24]([CH3:26])([CH3:27])[CH3:25])=[O:22], predict the reactants needed to synthesize it. The reactants are: ClC1C(CO)=CC(F)=C(C=1)C(OC)=O.[Cl:15][C:16]1[C:17]([CH2:30][OH:31])=[CH:18][C:19]([F:29])=[C:20]([CH:28]=1)[C:21]([O:23][C:24]([CH3:27])([CH3:26])[CH3:25])=[O:22].[Cl:32][C:33]1[CH:34]=[C:35](O)[CH:36]=[CH:37][C:38]=1[Cl:39].